This data is from Catalyst prediction with 721,799 reactions and 888 catalyst types from USPTO. The task is: Predict which catalyst facilitates the given reaction. Reactant: [Br:1][C:2]1[CH:9]=[CH:8][C:5]([C:6]#[N:7])=[C:4]([CH2:10]Br)[CH:3]=1.[OH:12][CH2:13][C:14]([O:16][CH2:17][CH3:18])=[O:15].C[O-].[Na+]. Product: [Br:1][C:2]1[CH:9]=[CH:8][C:5]([C:6]#[N:7])=[C:4]([CH:3]=1)[CH2:10][O:12][CH2:13][C:14]([O:16][CH2:17][CH3:18])=[O:15]. The catalyst class is: 376.